This data is from Catalyst prediction with 721,799 reactions and 888 catalyst types from USPTO. The task is: Predict which catalyst facilitates the given reaction. (1) Reactant: Cl[S:2]([C:5]1[CH:6]=[C:7]([CH:11]=[CH:12][CH:13]=1)[C:8]([OH:10])=[O:9])(=[O:4])=[O:3].[NH:14]1[CH2:19][CH2:18][O:17][CH2:16][CH2:15]1. Product: [N:14]1([S:2]([C:5]2[CH:6]=[C:7]([CH:11]=[CH:12][CH:13]=2)[C:8]([OH:10])=[O:9])(=[O:4])=[O:3])[CH2:19][CH2:18][O:17][CH2:16][CH2:15]1. The catalyst class is: 2. (2) Reactant: [CH2:1]([N:8]1[C:16]2[C:11](=[CH:12][CH:13]=[CH:14][CH:15]=2)[C:10]([C:17]2[O:18][C:19]([C:22]3[CH:23]=[C:24]4[C:29](=[CH:30][CH:31]=3)[CH:28]=[C:27]([O:32][CH2:33][C:34]([O:36]C)=[O:35])[CH:26]=[CH:25]4)=[CH:20][N:21]=2)=[CH:9]1)[C:2]1[CH:7]=[CH:6][CH:5]=[CH:4][CH:3]=1.[OH-].[Na+].Cl. Product: [CH2:1]([N:8]1[C:16]2[C:11](=[CH:12][CH:13]=[CH:14][CH:15]=2)[C:10]([C:17]2[O:18][C:19]([C:22]3[CH:23]=[C:24]4[C:29](=[CH:30][CH:31]=3)[CH:28]=[C:27]([O:32][CH2:33][C:34]([OH:36])=[O:35])[CH:26]=[CH:25]4)=[CH:20][N:21]=2)=[CH:9]1)[C:2]1[CH:7]=[CH:6][CH:5]=[CH:4][CH:3]=1. The catalyst class is: 20. (3) Reactant: [CH3:1][O:2][C:3]([C:5]1[CH:10]=[CH:9][C:8]([C:11]2([NH:14][C:15]([CH:17]3[N:24](C(OC(C)(C)C)=O)[CH2:23][CH2:22][C:19]4([CH2:21][CH2:20]4)[CH2:18]3)=[O:16])[CH2:13][CH2:12]2)=[CH:7][CH:6]=1)=[O:4].[C:32]([OH:38])([C:34]([F:37])([F:36])[F:35])=[O:33]. Product: [F:35][C:34]([F:37])([F:36])[C:32]([OH:38])=[O:33].[CH2:20]1[C:19]2([CH2:22][CH2:23][NH:24][CH:17]([C:15]([NH:14][C:11]3([C:8]4[CH:9]=[CH:10][C:5]([C:3]([O:2][CH3:1])=[O:4])=[CH:6][CH:7]=4)[CH2:12][CH2:13]3)=[O:16])[CH2:18]2)[CH2:21]1. The catalyst class is: 2. (4) Reactant: CCN(C(C)C)C(C)C.[C:10]([C:12]1[CH:20]=[CH:19][C:15]([C:16]([OH:18])=O)=[CH:14][CH:13]=1)#[CH:11].C1C=CC2N(O)N=NC=2C=1.CCN=C=NCCCN(C)C.[NH2:42][CH2:43][C:44]([N:46]1[CH2:51][CH2:50][N:49]([C:52](=[O:64])[C:53]2[CH:58]=[C:57]([F:59])[CH:56]=[CH:55][C:54]=2[C:60]([F:63])([F:62])[F:61])[CH2:48][CH2:47]1)=[O:45]. Product: [C:10]([C:12]1[CH:13]=[CH:14][C:15]([C:16]([NH:42][CH2:43][C:44]([N:46]2[CH2:47][CH2:48][N:49]([C:52](=[O:64])[C:53]3[CH:58]=[C:57]([F:59])[CH:56]=[CH:55][C:54]=3[C:60]([F:62])([F:61])[F:63])[CH2:50][CH2:51]2)=[O:45])=[O:18])=[CH:19][CH:20]=1)#[CH:11]. The catalyst class is: 18. (5) Reactant: C([N:8]1[CH2:13][C@H:12]([CH3:14])[O:11][C@H:10]([C:15]([F:18])([F:17])[F:16])[CH2:9]1)C1C=CC=CC=1.[H][H]. Product: [F:18][C:15]([F:16])([F:17])[C@H:10]1[O:11][C@@H:12]([CH3:14])[CH2:13][NH:8][CH2:9]1. The catalyst class is: 19. (6) Reactant: [C:1]1([C:7]2([C:17]3[CH:22]=[CH:21][CH:20]=[CH:19][CH:18]=3)[O:11][C:10]3[CH:12]=[CH:13][C:14]([NH2:16])=[CH:15][C:9]=3[O:8]2)[CH:6]=[CH:5][CH:4]=[CH:3][CH:2]=1.C(N(C(C)C)C(C)C)C.[C:32]1([S:38](Cl)(=[O:40])=[O:39])[CH:37]=[CH:36][CH:35]=[CH:34][CH:33]=1. Product: [C:17]1([C:7]2([C:1]3[CH:6]=[CH:5][CH:4]=[CH:3][CH:2]=3)[O:11][C:10]3[CH:12]=[CH:13][C:14]([NH:16][S:38]([C:32]4[CH:37]=[CH:36][CH:35]=[CH:34][CH:33]=4)(=[O:40])=[O:39])=[CH:15][C:9]=3[O:8]2)[CH:18]=[CH:19][CH:20]=[CH:21][CH:22]=1. The catalyst class is: 4. (7) Reactant: [CH2:1]([O:3][C:4]1[N:5]=[CH:6][C:7]([C:10]([O:12]CC)=[O:11])=[N:8][CH:9]=1)[CH3:2].O.O.[OH-].[Li+].C([O-])(O)=O.[Na+]. Product: [CH2:1]([O:3][C:4]1[N:5]=[CH:6][C:7]([C:10]([OH:12])=[O:11])=[N:8][CH:9]=1)[CH3:2]. The catalyst class is: 440.